This data is from Catalyst prediction with 721,799 reactions and 888 catalyst types from USPTO. The task is: Predict which catalyst facilitates the given reaction. (1) Reactant: [C:1]12([CH2:11][O:12][C:13]3[C:25](Br)=[CH:24][C:16]([C:17]([O:19][C:20]([CH3:23])([CH3:22])[CH3:21])=[O:18])=[C:15]([F:27])[CH:14]=3)[CH2:10][CH:5]3[CH2:6][CH:7]([CH2:9][CH:3]([CH2:4]3)[CH2:2]1)[CH2:8]2.[CH3:28][O:29][CH2:30]/[CH:31]=[CH:32]/B(O)O.C(=O)(O)[O-].[Na+]. Product: [C:1]12([CH2:11][O:12][C:13]3[C:25](/[CH:32]=[CH:31]/[CH2:30][O:29][CH3:28])=[CH:24][C:16]([C:17]([O:19][C:20]([CH3:23])([CH3:22])[CH3:21])=[O:18])=[C:15]([F:27])[CH:14]=3)[CH2:10][CH:5]3[CH2:6][CH:7]([CH2:9][CH:3]([CH2:4]3)[CH2:2]1)[CH2:8]2. The catalyst class is: 77. (2) Reactant: [O-2].[Nd+3:2].[O-2].[O-2].[Nd+3].[Nd].[N+]([O-])([O-])=O.[Nd+3].[N+]([O-])([O-])=O.[N+]([O-])([O-])=O.[CH2:20]([CH:22]([CH2:37][CH2:38][CH2:39][CH3:40])[CH2:23][O:24][P:25](=[O:36])([OH:35])[O:26][CH2:27][CH:28]([CH2:33][CH3:34])[CH2:29][CH2:30][CH2:31][CH3:32])[CH3:21].CC1CCCCC1. Product: [CH2:20]([CH:22]([CH2:37][CH2:38][CH2:39][CH3:40])[CH2:23][O:24][P:25]([O-:36])([O:26][CH2:27][CH:28]([CH2:33][CH3:34])[CH2:29][CH2:30][CH2:31][CH3:32])=[O:35])[CH3:21].[Nd+:2]. The catalyst class is: 6. (3) Reactant: [CH3:1][C:2]1[CH:7]=[CH:6][C:5]([S:8]([NH:11][C:12]2[N:13]=[N:14][C:15]([C:18]([F:21])([F:20])[F:19])=[CH:16][CH:17]=2)(=[O:10])=[O:9])=[CH:4][CH:3]=1.[CH3:22][CH2:23][N:24](C(C)C)C(C)C.[OH2:31]. Product: [S:8]([N:11]=[C:12]1[N:13]([CH2:22][C:23]([NH2:24])=[O:31])[N:14]=[C:15]([C:18]([F:19])([F:21])[F:20])[CH:16]=[CH:17]1)([C:5]1[CH:6]=[CH:7][C:2]([CH3:1])=[CH:3][CH:4]=1)(=[O:9])=[O:10]. The catalyst class is: 3. (4) Reactant: O=[C:2]1[C:10]2[S:9][CH:8]=[CH:7][C:6]=2[CH2:5][CH2:4][CH:3]1[C:11]([O:13]C)=O.C(O)(=O)C.[CH:19]([NH2:21])=[NH:20]. Product: [N:20]1[C:2]2[C:10]3[S:9][CH:8]=[CH:7][C:6]=3[CH2:5][CH2:4][C:3]=2[C:11]([OH:13])=[N:21][CH:19]=1. The catalyst class is: 6. (5) Reactant: [CH:1]([N:4]1[CH2:9][CH2:8][CH:7]([OH:10])[CH2:6][CH2:5]1)([CH3:3])[CH3:2].[H-].[Na+].F[C:14]1[N:19]=[CH:18][C:17]([C:20]2[N:24]3[N:25]=[C:26]([C:29]4[CH:30]=[C:31]([C:36]([F:39])([F:38])[F:37])[C:32]([NH2:35])=[N:33][CH:34]=4)[CH:27]=[CH:28][C:23]3=[N:22][CH:21]=2)=[CH:16][CH:15]=1. Product: [CH:1]([N:4]1[CH2:9][CH2:8][CH:7]([O:10][C:14]2[N:19]=[CH:18][C:17]([C:20]3[N:24]4[N:25]=[C:26]([C:29]5[CH:30]=[C:31]([C:36]([F:39])([F:37])[F:38])[C:32]([NH2:35])=[N:33][CH:34]=5)[CH:27]=[CH:28][C:23]4=[N:22][CH:21]=3)=[CH:16][CH:15]=2)[CH2:6][CH2:5]1)([CH3:3])[CH3:2]. The catalyst class is: 60. (6) Reactant: N1([CH:10]=[O:11])C2C=CC=CC=2N=N1.[C:12]1([CH2:18][O:19][NH:20][CH2:21][C@@H:22]([CH2:26][CH2:27][CH2:28][CH3:29])[C:23]([OH:25])=[O:24])[CH:17]=[CH:16][CH:15]=[CH:14][CH:13]=1.C([O-])([O-])=O.[Na+].[Na+].CC(OC(OC(OC(C)(C)C)=O)=O)(C)C. Product: [CH:10]([N:20]([CH2:21][C@@H:22]([CH2:26][CH2:27][CH2:28][CH3:29])[C:23]([OH:25])=[O:24])[O:19][CH2:18][C:12]1[CH:13]=[CH:14][CH:15]=[CH:16][CH:17]=1)=[O:11]. The catalyst class is: 20. (7) Reactant: [CH3:1][C:2]1[S:3][C:4]([NH:14][C:15]([C:17]2[CH:18]=[N:19][N:20]3[CH:25]=[CH:24][C:23](Cl)=[N:22][C:21]=23)=[O:16])=[C:5]([C:7]2[CH:12]=[CH:11][CH:10]=[CH:9][C:8]=2[CH3:13])[N:6]=1.[NH3:27]. Product: [CH3:1][C:2]1[S:3][C:4]([NH:14][C:15]([C:17]2[CH:18]=[N:19][N:20]3[CH:25]=[CH:24][C:23]([NH2:27])=[N:22][C:21]=23)=[O:16])=[C:5]([C:7]2[CH:12]=[CH:11][CH:10]=[CH:9][C:8]=2[CH3:13])[N:6]=1. The catalyst class is: 41.